From a dataset of Peptide-MHC class II binding affinity with 134,281 pairs from IEDB. Regression. Given a peptide amino acid sequence and an MHC pseudo amino acid sequence, predict their binding affinity value. This is MHC class II binding data. (1) The peptide sequence is PDHFDGYKQQAVVIMDDLCQ. The MHC is DRB1_0401 with pseudo-sequence DRB1_0401. The binding affinity (normalized) is 0.537. (2) The peptide sequence is GELQIVDKFDAAFKI. The MHC is DRB1_1101 with pseudo-sequence DRB1_1101. The binding affinity (normalized) is 0.523. (3) The peptide sequence is RIPVDVSEGDIVIYS. The MHC is DRB1_1501 with pseudo-sequence DRB1_1501. The binding affinity (normalized) is 0.756. (4) The MHC is HLA-DQA10201-DQB10202 with pseudo-sequence HLA-DQA10201-DQB10202. The peptide sequence is SKKDKFVAANAGGTV. The binding affinity (normalized) is 0.250. (5) The peptide sequence is ALFYKLDVVPID. The MHC is HLA-DQA10104-DQB10503 with pseudo-sequence HLA-DQA10104-DQB10503. The binding affinity (normalized) is 0.147.